Dataset: Forward reaction prediction with 1.9M reactions from USPTO patents (1976-2016). Task: Predict the product of the given reaction. (1) Given the reactants Br[C:2]1[CH:20]=[CH:19][C:5]([CH2:6][CH:7]2[CH2:11][CH2:10][N:9]([CH:12]3[CH2:17][CH2:16][CH2:15][CH2:14][CH2:13]3)[C:8]2=[O:18])=[C:4]([Cl:21])[CH:3]=1.[C:22]([O:26][C:27]([C:29]1[CH:30]=[C:31](B(O)O)[CH:32]=[CH:33][CH:34]=1)=[O:28])([CH3:25])([CH3:24])[CH3:23], predict the reaction product. The product is: [C:22]([O:26][C:27]([C:29]1[CH:34]=[C:33]([C:2]2[CH:20]=[CH:19][C:5]([CH2:6][CH:7]3[CH2:11][CH2:10][N:9]([CH:12]4[CH2:17][CH2:16][CH2:15][CH2:14][CH2:13]4)[C:8]3=[O:18])=[C:4]([Cl:21])[CH:3]=2)[CH:32]=[CH:31][CH:30]=1)=[O:28])([CH3:25])([CH3:23])[CH3:24]. (2) Given the reactants [Cl:1][C:2]1[CH:41]=[CH:40][CH:39]=[C:38]([Cl:42])[C:3]=1[CH2:4][C:5]1[N:15]=[C:14]([NH:16][C:17]2[C:22]([F:23])=[CH:21][C:20]([N:24]3[CH2:29][CH2:28][N:27](C(OC(C)(C)C)=O)[CH2:26][CH2:25]3)=[C:19]([F:37])[CH:18]=2)[C:8]2[C:9](=[O:13])[NH:10][N:11]=[CH:12][C:7]=2[CH:6]=1.FC(F)(F)C(O)=O, predict the reaction product. The product is: [Cl:42][C:38]1[CH:39]=[CH:40][CH:41]=[C:2]([Cl:1])[C:3]=1[CH2:4][C:5]1[N:15]=[C:14]([NH:16][C:17]2[CH:18]=[C:19]([F:37])[C:20]([N:24]3[CH2:25][CH2:26][NH:27][CH2:28][CH2:29]3)=[CH:21][C:22]=2[F:23])[C:8]2[C:9](=[O:13])[NH:10][N:11]=[CH:12][C:7]=2[CH:6]=1. (3) Given the reactants COC1C=CC(C[N:8](CC2C=CC(OC)=CC=2)[C:9]2[N:14]=[CH:13][C:12]([C:15]3[C:16]4[CH2:29][CH2:28][N:27]([C:30]5[CH:35]=[CH:34][N:33]=[CH:32][CH:31]=5)[C:17]=4[N:18]=[C:19]([N:21]4[CH2:26][CH2:25][O:24][CH2:23][CH2:22]4)[N:20]=3)=[CH:11][N:10]=2)=CC=1.C(O)(C(F)(F)F)=O, predict the reaction product. The product is: [N:21]1([C:19]2[N:20]=[C:15]([C:12]3[CH:13]=[N:14][C:9]([NH2:8])=[N:10][CH:11]=3)[C:16]3[CH2:29][CH2:28][N:27]([C:30]4[CH:35]=[CH:34][N:33]=[CH:32][CH:31]=4)[C:17]=3[N:18]=2)[CH2:22][CH2:23][O:24][CH2:25][CH2:26]1. (4) The product is: [CH3:50][O:51][C:52]1[N:57]=[CH:56][C:55]([C:58]2[CH:59]=[C:60]([NH:64][C:23]([C:18]3[C:19](=[O:22])[O:20][C:21]4[C:16]([CH:17]=3)=[CH:15][CH:14]=[CH:13][C:12]=4[O:11][CH3:10])=[O:25])[CH:61]=[CH:62][CH:63]=2)=[CH:54][CH:53]=1. Given the reactants CCN(C(C)C)C(C)C.[CH3:10][O:11][C:12]1[CH:13]=[CH:14][CH:15]=[C:16]2[C:21]=1[O:20][C:19](=[O:22])[C:18]([C:23]([OH:25])=O)=[CH:17]2.CN(C(ON1N=NC2C=CC=NC1=2)=[N+](C)C)C.F[P-](F)(F)(F)(F)F.[CH3:50][O:51][C:52]1[N:57]=[CH:56][C:55]([C:58]2[CH:59]=[C:60]([NH2:64])[CH:61]=[CH:62][CH:63]=2)=[CH:54][CH:53]=1, predict the reaction product. (5) Given the reactants [CH2:1]([C:3]1[S:4][C:5]([C:13]([CH2:17][CH3:18])(O)[CH2:14][CH3:15])=[CH:6][C:7]=1[C:8]([O:10][CH2:11][CH3:12])=[O:9])[CH3:2].C([SiH](CC)CC)C, predict the reaction product. The product is: [CH2:1]([C:3]1[S:4][C:5]([CH:13]([CH2:17][CH3:18])[CH2:14][CH3:15])=[CH:6][C:7]=1[C:8]([O:10][CH2:11][CH3:12])=[O:9])[CH3:2]. (6) Given the reactants [NH:1]1[C:9]2[C:4](=[CH:5][CH:6]=[CH:7][CH:8]=2)[CH:3]=[C:2]1[C:10]([O:12][CH2:13][CH3:14])=[O:11].C(C1C=CC(C2C=CC(C(C)(C)C)=CN=2)=NC=1)(C)(C)C.[CH3:35][C:36]1([CH3:43])[C:40]([CH3:42])([CH3:41])[O:39][BH:38][O:37]1, predict the reaction product. The product is: [CH2:13]([O:12][C:10]([C:2]1[NH:1][C:9]2[C:4]([CH:3]=1)=[CH:5][CH:6]=[CH:7][C:8]=2[B:38]1[O:39][C:40]([CH3:42])([CH3:41])[C:36]([CH3:43])([CH3:35])[O:37]1)=[O:11])[CH3:14]. (7) Given the reactants [NH2:1][C@H:2]([C:5]1[CH:10]=[CH:9][CH:8]=[CH:7][CH:6]=1)[CH2:3][OH:4].C(N(CC)CC)C.Cl[C:19]([O:21][CH2:22][C:23]1[CH:28]=[CH:27][CH:26]=[CH:25][CH:24]=1)=[O:20], predict the reaction product. The product is: [CH2:22]([O:21][C:19](=[O:20])[NH:1][C@H:2]([C:5]1[CH:10]=[CH:9][CH:8]=[CH:7][CH:6]=1)[CH2:3][OH:4])[C:23]1[CH:28]=[CH:27][CH:26]=[CH:25][CH:24]=1. (8) Given the reactants [CH:1]([C@H:14]1[N:19]2[CH2:20][CH2:21][NH:22][CH2:23][C@H:18]2[CH2:17][N:16]([C:24]([O:26][C:27]([CH3:30])([CH3:29])[CH3:28])=[O:25])[CH2:15]1)([C:8]1[CH:13]=[CH:12][CH:11]=[CH:10][CH:9]=1)[C:2]1[CH:7]=[CH:6][CH:5]=[CH:4][CH:3]=1.[N:31]1[CH:36]=[CH:35][N:34]=[CH:33][C:32]=1[C:37](O)=[O:38].ON1C2C=CC=CC=2N=N1.Cl.CN(C)CCCN=C=NCC, predict the reaction product. The product is: [CH:1]([C@H:14]1[N:19]2[CH2:20][CH2:21][N:22]([C:37]([C:32]3[CH:33]=[N:34][CH:35]=[CH:36][N:31]=3)=[O:38])[CH2:23][C@H:18]2[CH2:17][N:16]([C:24]([O:26][C:27]([CH3:30])([CH3:29])[CH3:28])=[O:25])[CH2:15]1)([C:8]1[CH:13]=[CH:12][CH:11]=[CH:10][CH:9]=1)[C:2]1[CH:7]=[CH:6][CH:5]=[CH:4][CH:3]=1. (9) The product is: [Cl:14][C:15]1[CH:34]=[CH:33][C:18]2[O:19][C:20]3[CH:32]=[CH:31][CH:30]=[CH:29][C:21]=3[C:22]3[C:26]([C:17]=2[CH:16]=1)=[CH:25][S:24][C:23]=3[CH2:27][O:28][CH2:3][CH2:4][CH2:5][NH2:6]. Given the reactants Cl.Cl[CH2:3][CH2:4][CH2:5][NH2:6].C1(C)C=CC=CC=1.[Cl:14][C:15]1[CH:34]=[CH:33][C:18]2[O:19][C:20]3[CH:32]=[CH:31][CH:30]=[CH:29][C:21]=3[C:22]3[C:26]([C:17]=2[CH:16]=1)=[CH:25][S:24][C:23]=3[CH2:27][OH:28], predict the reaction product. (10) Given the reactants [OH:1][C:2]1[CH:3]=[C:4]([C:8]2[N:9]=[C:10]([N:26]3[CH2:31][CH2:30][O:29][CH2:28][CH2:27]3)[C:11]3[N:16]=[N:15][N:14]([C:17]4[CH:18]=[C:19]([CH:23]=[CH:24][CH:25]=4)[C:20](O)=[O:21])[C:12]=3[N:13]=2)[CH:5]=[CH:6][CH:7]=1.[NH3:32], predict the reaction product. The product is: [OH:1][C:2]1[CH:3]=[C:4]([C:8]2[N:9]=[C:10]([N:26]3[CH2:27][CH2:28][O:29][CH2:30][CH2:31]3)[C:11]3[N:16]=[N:15][N:14]([C:17]4[CH:18]=[C:19]([CH:23]=[CH:24][CH:25]=4)[C:20]([NH2:32])=[O:21])[C:12]=3[N:13]=2)[CH:5]=[CH:6][CH:7]=1.